The task is: Predict the reactants needed to synthesize the given product.. This data is from Full USPTO retrosynthesis dataset with 1.9M reactions from patents (1976-2016). (1) Given the product [Cl:1][C:2]1[CH:7]=[CH:6][C:5]([C:8]2[C:14]3[CH:15]=[C:16]([O:19][CH3:20])[CH:17]=[CH:18][C:13]=3[N:12]3[C:21]([CH3:24])=[N:22][N:23]=[C:11]3[C@H:10]([CH2:25][C:26]([NH:62][CH2:63][CH2:64][O:65][C:66]3[CH:71]=[CH:70][C:69]([Si:72]([OH:73])([CH3:75])[CH3:74])=[CH:68][CH:67]=3)=[O:28])[N:9]=2)=[CH:4][CH:3]=1, predict the reactants needed to synthesize it. The reactants are: [Cl:1][C:2]1[CH:7]=[CH:6][C:5]([C:8]2[C:14]3[CH:15]=[C:16]([O:19][CH3:20])[CH:17]=[CH:18][C:13]=3[N:12]3[C:21]([CH3:24])=[N:22][N:23]=[C:11]3[C@H:10]([CH2:25][C:26]([OH:28])=O)[N:9]=2)=[CH:4][CH:3]=1.CN(C(ON1N=NC2C=CC=NC1=2)=[N+](C)C)C.F[P-](F)(F)(F)(F)F.CCN(C(C)C)C(C)C.[NH2:62][CH2:63][CH2:64][O:65][C:66]1[CH:71]=[CH:70][C:69]([Si:72]([CH3:75])([CH3:74])[OH:73])=[CH:68][CH:67]=1. (2) Given the product [C:1]([O:5][C:6](=[O:7])[N:8]([CH2:20][CH:21]1[CH2:23][CH2:22]1)[C@@H:9]1[CH2:11][C@H:10]1[C:12]1[S:16][C:15]([C:17](=[O:18])[NH:32][CH:29]2[CH2:30][CH2:31][C:26]([F:33])([F:25])[CH2:27][CH2:28]2)=[CH:14][CH:13]=1)([CH3:4])([CH3:2])[CH3:3], predict the reactants needed to synthesize it. The reactants are: [C:1]([O:5][C:6]([N:8]([CH2:20][CH:21]1[CH2:23][CH2:22]1)[C@@H:9]1[CH2:11][C@H:10]1[C:12]1[S:16][C:15]([C:17](O)=[O:18])=[CH:14][CH:13]=1)=[O:7])([CH3:4])([CH3:3])[CH3:2].Cl.[F:25][C:26]1([F:33])[CH2:31][CH2:30][CH:29]([NH2:32])[CH2:28][CH2:27]1.C(N(CC)CC)C.F[P-](F)(F)(F)(F)F.N1(OC(N(C)C)=[N+](C)C)C2N=CC=CC=2N=N1. (3) Given the product [NH2:33][C:31]1[CH:30]=[CH:29][C:8]([O:9][C:10]2[N:15]=[CH:14][N:13]=[C:12]([NH:16][C:17]([N:19]3[CH2:20][CH2:21][CH:22]([CH2:25][N:26]([CH3:28])[CH3:27])[CH2:23][CH2:24]3)=[O:18])[CH:11]=2)=[C:7]([F:6])[CH:32]=1, predict the reactants needed to synthesize it. The reactants are: O1CCCC1.[F:6][C:7]1[CH:32]=[C:31]([N+:33]([O-])=O)[CH:30]=[CH:29][C:8]=1[O:9][C:10]1[N:15]=[CH:14][N:13]=[C:12]([NH:16][C:17]([N:19]2[CH2:24][CH2:23][CH:22]([CH2:25][N:26]([CH3:28])[CH3:27])[CH2:21][CH2:20]2)=[O:18])[CH:11]=1.[H][H].